Dataset: Full USPTO retrosynthesis dataset with 1.9M reactions from patents (1976-2016). Task: Predict the reactants needed to synthesize the given product. (1) Given the product [C:21]([O:20][C:18]([N:13]1[C@H:12]([CH2:25][C:26]2[CH:31]=[CH:30][CH:29]=[CH:28][C:27]=2[F:32])[C@H:11]([CH2:10][C:5]2[N:6]=[CH:7][CH:8]=[CH:9][C:4]=2[C:3]([OH:33])=[O:2])[O:15][C:14]1([CH3:17])[CH3:16])=[O:19])([CH3:24])([CH3:22])[CH3:23], predict the reactants needed to synthesize it. The reactants are: C[O:2][C:3](=[O:33])[C:4]1[CH:9]=[CH:8][CH:7]=[N:6][C:5]=1[CH2:10][C@@H:11]1[O:15][C:14]([CH3:17])([CH3:16])[N:13]([C:18]([O:20][C:21]([CH3:24])([CH3:23])[CH3:22])=[O:19])[C@@H:12]1[CH2:25][C:26]1[CH:31]=[CH:30][CH:29]=[CH:28][C:27]=1[F:32].[OH-].[Li+].S(=O)(=O)(O)[O-].[Na+]. (2) Given the product [O:11]=[C:10]([N:3]1[CH2:4][CH2:5][O:1][C:2]1=[O:6])[CH2:9][CH2:8][C:7]([O:14][C:15]([CH3:18])([CH3:17])[CH3:16])=[O:13], predict the reactants needed to synthesize it. The reactants are: [O:1]1[CH2:5][CH2:4][NH:3][C:2]1=[O:6].[C:7]([O:14][C:15]([CH3:18])([CH3:17])[CH3:16])(=[O:13])[CH2:8][CH2:9][C:10]([O-])=[O:11].CCN=C=NCCCN(C)C.Cl.